Dataset: Catalyst prediction with 721,799 reactions and 888 catalyst types from USPTO. Task: Predict which catalyst facilitates the given reaction. (1) Reactant: I[CH2:2][CH3:3].[ClH:4].[CH2:5]([CH:9]1[N:21]2[C:12](=[N:13][C:14]3[C:19]([C:20]2=[O:22])=[CH:18][CH:17]=[CH:16][CH:15]=3)[N:11]([CH2:23][C:24]2[CH:29]=[CH:28][C:27]([N:30]3[CH2:35][CH2:34][NH:33][CH2:32][CH2:31]3)=[CH:26][CH:25]=2)[C:10]1=[O:36])[CH:6]([CH3:8])[CH3:7].C(=O)([O-])[O-].[Na+].[Na+]. Product: [ClH:4].[CH2:2]([N:33]1[CH2:34][CH2:35][N:30]([C:27]2[CH:28]=[CH:29][C:24]([CH2:23][N:11]3[C:12]4=[N:13][C:14]5[C:19]([C:20](=[O:22])[N:21]4[CH:9]([CH2:5][CH:6]([CH3:8])[CH3:7])[C:10]3=[O:36])=[CH:18][CH:17]=[CH:16][CH:15]=5)=[CH:25][CH:26]=2)[CH2:31][CH2:32]1)[CH3:3]. The catalyst class is: 10. (2) Reactant: Cl[C:2]1[N:7]=[C:6]([NH:8][CH2:9][CH2:10][CH3:11])[C:5]([C:12]#[C:13][CH2:14][CH2:15][CH2:16][NH:17][C:18](=[O:31])[C@@H:19]([N:21]([CH3:30])[C:22](=[O:29])/[CH:23]=[CH:24]/[CH2:25][N:26]([CH3:28])[CH3:27])[CH3:20])=[CH:4][N:3]=1.[NH2:32][CH2:33][CH2:34][N:35]1[CH2:40][CH2:39][O:38][CH2:37][CH2:36]1.C(=O)([O-])[O-].[Cs+].[Cs+]. Product: [CH3:27][N:26]([CH3:28])[CH2:25]/[CH:24]=[CH:23]/[C:22]([N:21]([CH3:30])[C@@H:19]([CH3:20])[C:18]([NH:17][CH2:16][CH2:15][CH2:14][C:13]#[C:12][C:5]1[C:6]([NH:8][CH2:9][CH2:10][CH3:11])=[N:7][C:2]([NH:32][CH2:33][CH2:34][N:35]2[CH2:40][CH2:39][O:38][CH2:37][CH2:36]2)=[N:3][CH:4]=1)=[O:31])=[O:29]. The catalyst class is: 102. (3) The catalyst class is: 8. Reactant: C([N:4]1[CH2:9][CH2:8][CH2:7][CH2:6][C@H:5]1[C@H:10]([C:12]1[CH:17]=[CH:16][C:15]([Cl:18])=[C:14]([Cl:19])[CH:13]=1)[NH2:11])C=C.[NH2:20][C:21]1[CH:22]=[C:23]2[C:27](=[CH:28][CH:29]=1)[N:26](COCC[Si](C)(C)C)[N:25]=[C:24]2[C:38]#[C:39][C:40]1[CH:45]=[CH:44][CH:43]=[CH:42][CH:41]=1.C(O)(=O)/C=C/[C:49](O)=[O:50]. Product: [Cl:19][C:14]1[CH:13]=[C:12]([C@@H:10]([C@@H:5]2[CH2:6][CH2:7][CH2:8][CH2:9][NH:4]2)[NH:11][C:49]([NH:20][C:21]2[CH:22]=[C:23]3[C:27](=[CH:28][CH:29]=2)[NH:26][N:25]=[C:24]3[C:38]#[C:39][C:40]2[CH:41]=[CH:42][CH:43]=[CH:44][CH:45]=2)=[O:50])[CH:17]=[CH:16][C:15]=1[Cl:18]. (4) Reactant: [Cl:1][C:2]1[CH:25]=[CH:24][C:5]([CH2:6][NH:7][C:8]([C:10]2[C:11](=[O:23])[C:12]3[S:19][C:18]([CH2:20]Cl)=[C:17]([CH3:22])[C:13]=3[N:14]([CH3:16])[CH:15]=2)=[O:9])=[CH:4][CH:3]=1.[CH3:26][NH:27][CH:28]([CH2:31][C:32]1[CH:37]=[CH:36][CH:35]=[CH:34][CH:33]=1)[CH2:29][OH:30].C(N(C(C)C)CC)(C)C. Product: [CH2:31]([CH:28]([N:27]([CH2:20][C:18]1[S:19][C:12]2[C:11](=[O:23])[C:10]([C:8]([NH:7][CH2:6][C:5]3[CH:24]=[CH:25][C:2]([Cl:1])=[CH:3][CH:4]=3)=[O:9])=[CH:15][N:14]([CH3:16])[C:13]=2[C:17]=1[CH3:22])[CH3:26])[CH2:29][OH:30])[C:32]1[CH:37]=[CH:36][CH:35]=[CH:34][CH:33]=1. The catalyst class is: 18.